Dataset: Catalyst prediction with 721,799 reactions and 888 catalyst types from USPTO. Task: Predict which catalyst facilitates the given reaction. Reactant: C1(P(C2C=CC=CC=2)C2C=CC=CC=2)C=CC=CC=1.[Cl:20][CH:21]([CH2:26][C:27]1[CH:32]=[CH:31][C:30]([CH2:33][CH2:34][OH:35])=[CH:29][CH:28]=1)[C:22]([O:24][CH3:25])=[O:23].[CH2:36]([O:43][C:44]1[CH:49]=[CH:48][C:47](O)=[CH:46][CH:45]=1)[C:37]1[CH:42]=[CH:41][CH:40]=[CH:39][CH:38]=1.N(C(OC(C)C)=O)=NC(OC(C)C)=O. Product: [CH2:36]([O:43][C:44]1[CH:49]=[CH:48][C:47]([O:35][CH2:34][CH2:33][C:30]2[CH:29]=[CH:28][C:27]([CH2:26][CH:21]([Cl:20])[C:22]([O:24][CH3:25])=[O:23])=[CH:32][CH:31]=2)=[CH:46][CH:45]=1)[C:37]1[CH:42]=[CH:41][CH:40]=[CH:39][CH:38]=1. The catalyst class is: 11.